The task is: Regression. Given a peptide amino acid sequence and an MHC pseudo amino acid sequence, predict their binding affinity value. This is MHC class I binding data.. This data is from Peptide-MHC class I binding affinity with 185,985 pairs from IEDB/IMGT. (1) The peptide sequence is VVMHINSPFK. The MHC is HLA-A03:01 with pseudo-sequence HLA-A03:01. The binding affinity (normalized) is 0.803. (2) The peptide sequence is IPLCRTSCL. The MHC is HLA-B35:01 with pseudo-sequence HLA-B35:01. The binding affinity (normalized) is 0.778. (3) The peptide sequence is AIMDKNIIL. The MHC is HLA-A02:06 with pseudo-sequence HLA-A02:06. The binding affinity (normalized) is 0.296. (4) The peptide sequence is SANMDWRSL. The MHC is HLA-A02:01 with pseudo-sequence HLA-A02:01. The binding affinity (normalized) is 0. (5) The peptide sequence is FQMGGIGPM. The MHC is HLA-B27:20 with pseudo-sequence HLA-B27:20. The binding affinity (normalized) is 1.00. (6) The peptide sequence is QLFETSIKPCV. The MHC is Mamu-A02 with pseudo-sequence Mamu-A02. The binding affinity (normalized) is 0.